This data is from Forward reaction prediction with 1.9M reactions from USPTO patents (1976-2016). The task is: Predict the product of the given reaction. (1) Given the reactants [F:1][C:2]1[CH:21]=[CH:20][C:5]([C:6]([NH:8][C@@H:9]([CH2:13][CH2:14][CH2:15][C:16]([O:18][CH3:19])=[O:17])[C:10]([OH:12])=O)=[O:7])=[CH:4][CH:3]=1.CCOP(ON1N=NC2C=CC=CC=2C1=O)(OCC)=O.N1C=CN=C1.[CH3:47][N:48]1[CH2:53][CH2:52][NH:51][CH2:50][CH2:49]1, predict the reaction product. The product is: [F:1][C:2]1[CH:3]=[CH:4][C:5]([C:6]([NH:8][C@H:9]([C:10]([N:51]2[CH2:52][CH2:53][N:48]([CH3:47])[CH2:49][CH2:50]2)=[O:12])[CH2:13][CH2:14][CH2:15][C:16]([O:18][CH3:19])=[O:17])=[O:7])=[CH:20][CH:21]=1. (2) Given the reactants C([N:3]([CH2:6]C)CC)C.[Cl:8][C:9]1[CH:10]=[C:11]([CH:45]=[C:46]([Cl:49])[C:47]=1[OH:48])[CH2:12][C@H:13]([C:15]([NH:17][C@H:18]([C:31]([N:33]1[CH2:38][CH2:37][N:36]([C:39]2[CH:44]=[CH:43][N:42]=[CH:41][CH:40]=2)[CH2:35][CH2:34]1)=[O:32])[CH2:19][CH2:20][CH2:21][CH2:22][NH:23]C(OC(C)(C)C)=O)=[O:16])[NH2:14].[CH3:50][O:51][C:52]1[CH:53]=[C:54]([CH:58](N)[CH3:59])[CH:55]=[CH:56][CH:57]=1.[O:61]1CCCC1, predict the reaction product. The product is: [CH3:50][O:51][C:52]1[CH:53]=[C:54]([CH2:58][CH2:59][NH:3][C:6]([NH:14][C@@H:13]([C:15]([NH:17][C@H:18]([C:31]([N:33]2[CH2:34][CH2:35][N:36]([C:39]3[CH:44]=[CH:43][N:42]=[CH:41][CH:40]=3)[CH2:37][CH2:38]2)=[O:32])[CH2:19][CH2:20][CH2:21][CH2:22][NH2:23])=[O:16])[CH2:12][C:11]2[CH:45]=[C:46]([Cl:49])[C:47]([OH:48])=[C:9]([Cl:8])[CH:10]=2)=[O:61])[CH:55]=[CH:56][CH:57]=1. (3) Given the reactants [OH:1][C:2]([C:4]([F:7])([F:6])[F:5])=[O:3].C([N:15]1[CH2:24][CH2:23][C:22]2[C:17](=[N:18][C:19]([N:29]3[CH2:34][CH2:33][CH:32]([O:35][C:36]4[CH:41]=[CH:40][C:39]([F:42])=[CH:38][C:37]=4[F:43])[CH2:31][CH2:30]3)=[C:20]([NH:25][CH:26]3[CH2:28][CH2:27]3)[N:21]=2)[CH:16]1[CH3:44])C1C=CC=CC=1.[H][H], predict the reaction product. The product is: [CH:26]1([NH:25][C:20]2[N:21]=[C:22]3[CH2:23][CH2:24][NH:15][CH:16]([CH3:44])[C:17]3=[N:18][C:19]=2[N:29]2[CH2:30][CH2:31][CH:32]([O:35][C:36]3[CH:41]=[CH:40][C:39]([F:42])=[CH:38][C:37]=3[F:43])[CH2:33][CH2:34]2)[CH2:28][CH2:27]1.[C:2]([OH:3])([C:4]([F:7])([F:6])[F:5])=[O:1].